This data is from Forward reaction prediction with 1.9M reactions from USPTO patents (1976-2016). The task is: Predict the product of the given reaction. (1) The product is: [Br:1][C:2]1[CH:7]=[CH:6][C:5]([CH2:8][N:13]2[CH2:12][CH2:11][N:10]([C:16]([O:18][C:19]([CH3:22])([CH3:21])[CH3:20])=[O:17])[CH2:15][CH2:14]2)=[CH:4][CH:3]=1. Given the reactants [Br:1][C:2]1[CH:7]=[CH:6][C:5]([CH2:8]Br)=[CH:4][CH:3]=1.[N:10]1([C:16]([O:18][C:19]([CH3:22])([CH3:21])[CH3:20])=[O:17])[CH2:15][CH2:14][NH:13][CH2:12][CH2:11]1.C([O-])([O-])=O.[K+].[K+], predict the reaction product. (2) The product is: [F:1][C:2]1[CH:3]=[C:4]([NH:5][CH2:17][CH2:16][C@H:14]2[O:15][C:11]([CH3:20])([CH3:10])[O:12][C:13]2=[O:19])[CH:6]=[C:7]([F:9])[CH:8]=1. Given the reactants [F:1][C:2]1[CH:3]=[C:4]([CH:6]=[C:7]([F:9])[CH:8]=1)[NH2:5].[CH3:10][C:11]1([CH3:20])[O:15][C@H:14]([CH2:16][CH:17]=O)[C:13](=[O:19])[O:12]1.C(O)(=O)C.[BH4-].[Na+], predict the reaction product. (3) Given the reactants [CH2:1]([O:3][C:4]1[C:12]2[C:11](=[O:13])[N:10]([C:14]3[CH:19]=[CH:18][C:17]([CH2:20][C:21]([O:23][CH2:24][CH3:25])=[O:22])=[CH:16][C:15]=3[F:26])[C:9](=[O:27])[C:8]=2[C:7](O)=[C:6]2[CH:29]=[CH:30][CH:31]=[CH:32][C:5]=12)[CH3:2].C(=O)([O-])[O-].[Na+].[Na+].FC(F)(F)S([O:44][CH2:45][C:46]([F:49])([F:48])[F:47])(=O)=O.O, predict the reaction product. The product is: [CH2:1]([O:3][C:4]1[C:12]2[C:11](=[O:13])[N:10]([C:14]3[CH:19]=[CH:18][C:17]([CH2:20][C:21]([O:23][CH2:24][CH3:25])=[O:22])=[CH:16][C:15]=3[F:26])[C:9](=[O:27])[C:8]=2[C:7]([O:44][CH2:45][C:46]([F:47])([F:48])[F:49])=[C:6]2[CH:29]=[CH:30][CH:31]=[CH:32][C:5]=12)[CH3:2]. (4) Given the reactants CC([O-])(CC)C.[Na+].Cl[C:9]1[N:14]=[C:13]2[O:15][C:16]([C:22]3[CH:27]=[CH:26][C:25]([F:28])=[CH:24][CH:23]=3)=[C:17]([C:18](=[O:21])[NH:19][CH3:20])[C:12]2=[CH:11][C:10]=1[C:29]1[CH:30]=[CH:31][C:32]([F:38])=[C:33]([CH:37]=1)[C:34]([OH:36])=[O:35].[F:39][C:40]([F:44])([F:43])[CH2:41][NH2:42].N#N, predict the reaction product. The product is: [F:38][C:32]1[CH:31]=[CH:30][C:29]([C:10]2[CH:11]=[C:12]3[C:17]([C:18](=[O:21])[NH:19][CH3:20])=[C:16]([C:22]4[CH:27]=[CH:26][C:25]([F:28])=[CH:24][CH:23]=4)[O:15][C:13]3=[N:14][C:9]=2[NH:42][CH2:41][C:40]([F:44])([F:43])[F:39])=[CH:37][C:33]=1[C:34]([OH:36])=[O:35].